Task: Predict the reaction yield, written as a fraction of the theoretical maximum amount of product (1.0 means a 100% yield; for example, 0.34 means a 34% yield).. Dataset: Reaction yield outcomes from USPTO patents with 853,638 reactions (1) The reactants are [Br-:1].[C:2]1([C:7](=[O:16])[CH2:8][N+:9]2[CH:14]=[CH:13][CH:12]=[CH:11][C:10]=2[CH3:15])[CH2:6][CH2:5][CH2:4][CH:3]=1. The catalyst is CO.[Pd]. The product is [Br-:1].[CH:2]1([C:7](=[O:16])[CH2:8][N+:9]2[CH:14]=[CH:13][CH:12]=[CH:11][C:10]=2[CH3:15])[CH2:6][CH2:5][CH2:4][CH2:3]1. The yield is 0.930. (2) The reactants are [C:1]1([N:7]2[C:12](=[O:13])[C:11]3[S:14][CH:15]=[C:16]([C:17]4[CH:22]=[CH:21][CH:20]=[CH:19][CH:18]=4)[C:10]=3[N:9]=[CH:8]2)[CH:6]=[CH:5][CH:4]=[CH:3][CH:2]=1.NC1C(C2C=CC=CC=2)=CSC=1C(OC)=O.C(OCC)(OCC)OCC.C1(N)CCCCC1. The catalyst is C(O)(=O)C. The product is [CH:1]1([N:7]2[C:12](=[O:13])[C:11]3[S:14][CH:15]=[C:16]([C:17]4[CH:18]=[CH:19][CH:20]=[CH:21][CH:22]=4)[C:10]=3[N:9]=[CH:8]2)[CH2:6][CH2:5][CH2:4][CH2:3][CH2:2]1. The yield is 0.822. (3) The reactants are [Al+3].[Cl-].[Cl-].[Cl-].[CH3:5][C:6]1[C:11]([C:12](O)([CH3:14])[CH3:13])=[CH:10][CH:9]=[CH:8][N:7]=1.[OH-].[Na+].[CH:18]1[CH:23]=[CH:22][CH:21]=[CH:20][CH:19]=1. The catalyst is CCOC(C)=O. The product is [CH3:5][C:6]1[C:11]([C:12]([CH3:14])([C:18]2[CH:23]=[CH:22][CH:21]=[CH:20][CH:19]=2)[CH3:13])=[CH:10][CH:9]=[CH:8][N:7]=1. The yield is 0.750. (4) The reactants are [CH3:1][O:2][C:3](=[O:15])[C:4]1[CH:9]=[CH:8][C:7]([C:10]([F:13])([F:12])[F:11])=[CH:6][C:5]=1Br.[CH:16]1(B(O)O)[CH2:18][CH2:17]1.O.P([O-])([O-])([O-])=O.[K+].[K+].[K+].C1(P(C2CCCCC2)C2CCCCC2)CCCCC1. The catalyst is C1(C)C=CC=CC=1.O.C([O-])(=O)C.[Pd+2].C([O-])(=O)C. The product is [CH3:1][O:2][C:3](=[O:15])[C:4]1[CH:9]=[CH:8][C:7]([C:10]([F:13])([F:12])[F:11])=[CH:6][C:5]=1[CH:16]1[CH2:18][CH2:17]1. The yield is 0.710. (5) The product is [C:8]([C:6]1[C:5]([N+:12]([O-:14])=[O:13])=[CH:4][C:3]([NH:15][C:28]#[C:27][Si:24]([CH3:26])([CH3:25])[CH3:23])=[CH:2][CH:7]=1)([CH3:11])([CH3:10])[CH3:9]. The reactants are Br[C:2]1[CH:7]=[C:6]([C:8]([CH3:11])([CH3:10])[CH3:9])[C:5]([N+:12]([O-:14])=[O:13])=[CH:4][C:3]=1[NH2:15].CCN(CC)CC.[CH3:23][Si:24]([C:27]#[CH:28])([CH3:26])[CH3:25]. The yield is 0.810. The catalyst is C1(C)C=CC=CC=1.O.Cl[Pd](Cl)([P](C1C=CC=CC=1)(C1C=CC=CC=1)C1C=CC=CC=1)[P](C1C=CC=CC=1)(C1C=CC=CC=1)C1C=CC=CC=1.[Cu]I.